Task: Predict the reactants needed to synthesize the given product.. Dataset: Full USPTO retrosynthesis dataset with 1.9M reactions from patents (1976-2016) (1) Given the product [NH2:34][S:31]([NH:8][CH2:9][CH2:10][CH2:11][C:12]1[C:13]([C:17](=[N:18][OH:19])[NH:21][C:22]2[CH:27]=[CH:26][C:25]([F:28])=[C:24]([Cl:29])[CH:23]=2)=[N:14][O:15][N:16]=1)(=[O:33])=[O:32], predict the reactants needed to synthesize it. The reactants are: FC(F)(F)C(O)=O.[NH2:8][CH2:9][CH2:10][CH2:11][C:12]1[C:13]([C:17]2[N:21]([C:22]3[CH:27]=[CH:26][C:25]([F:28])=[C:24]([Cl:29])[CH:23]=3)C(=O)[O:19][N:18]=2)=[N:14][O:15][N:16]=1.[S:31](N)([NH2:34])(=[O:33])=[O:32].[OH-].[Na+]. (2) Given the product [Br:15][C:16]1[S:17][C:18]([C:29](=[NH:8])[NH2:30])=[C:19]([C:21]2[CH:26]=[CH:25][C:24]([Cl:27])=[CH:23][C:22]=2[Cl:28])[N:20]=1, predict the reactants needed to synthesize it. The reactants are: C([Li])CCC.C[Si](C)(C)[NH:8][Si](C)(C)C.[Br:15][C:16]1[S:17][C:18]([C:29]#[N:30])=[C:19]([C:21]2[CH:26]=[CH:25][C:24]([Cl:27])=[CH:23][C:22]=2[Cl:28])[N:20]=1.Cl.